From a dataset of NCI-60 drug combinations with 297,098 pairs across 59 cell lines. Regression. Given two drug SMILES strings and cell line genomic features, predict the synergy score measuring deviation from expected non-interaction effect. (1) Drug 1: C1CCC(C1)C(CC#N)N2C=C(C=N2)C3=C4C=CNC4=NC=N3. Drug 2: C1=CC(=CC=C1CCCC(=O)O)N(CCCl)CCCl. Cell line: OVCAR-5. Synergy scores: CSS=3.27, Synergy_ZIP=-4.11, Synergy_Bliss=-4.77, Synergy_Loewe=-12.4, Synergy_HSA=-8.46. (2) Drug 1: C1CCN(CC1)CCOC2=CC=C(C=C2)C(=O)C3=C(SC4=C3C=CC(=C4)O)C5=CC=C(C=C5)O. Drug 2: CC(C)(C#N)C1=CC(=CC(=C1)CN2C=NC=N2)C(C)(C)C#N. Cell line: RXF 393. Synergy scores: CSS=5.99, Synergy_ZIP=-0.569, Synergy_Bliss=3.40, Synergy_Loewe=2.40, Synergy_HSA=3.14. (3) Drug 1: C1=CC(=CC=C1CCC2=CNC3=C2C(=O)NC(=N3)N)C(=O)NC(CCC(=O)O)C(=O)O. Drug 2: CC1C(C(=O)NC(C(=O)N2CCCC2C(=O)N(CC(=O)N(C(C(=O)O1)C(C)C)C)C)C(C)C)NC(=O)C3=C4C(=C(C=C3)C)OC5=C(C(=O)C(=C(C5=N4)C(=O)NC6C(OC(=O)C(N(C(=O)CN(C(=O)C7CCCN7C(=O)C(NC6=O)C(C)C)C)C)C(C)C)C)N)C. Cell line: SR. Synergy scores: CSS=76.2, Synergy_ZIP=12.8, Synergy_Bliss=7.99, Synergy_Loewe=4.29, Synergy_HSA=13.2. (4) Drug 1: CN(C(=O)NC(C=O)C(C(C(CO)O)O)O)N=O. Drug 2: CC1C(C(CC(O1)OC2CC(CC3=C2C(=C4C(=C3O)C(=O)C5=C(C4=O)C(=CC=C5)OC)O)(C(=O)CO)O)N)O.Cl. Cell line: CCRF-CEM. Synergy scores: CSS=42.5, Synergy_ZIP=0.836, Synergy_Bliss=-0.320, Synergy_Loewe=-19.5, Synergy_HSA=1.05. (5) Synergy scores: CSS=32.9, Synergy_ZIP=-9.56, Synergy_Bliss=-7.06, Synergy_Loewe=0.290, Synergy_HSA=0.553. Drug 2: C1CCC(C(C1)N)N.C(=O)(C(=O)[O-])[O-].[Pt+4]. Drug 1: C1CN1P(=S)(N2CC2)N3CC3. Cell line: CAKI-1.